This data is from Catalyst prediction with 721,799 reactions and 888 catalyst types from USPTO. The task is: Predict which catalyst facilitates the given reaction. (1) Reactant: [CH2:1]([C:8]1[CH:12]=[C:11]([NH:13][C:14](=[O:22])OC2C=CC=CC=2)[N:10]([C:23]2[CH:28]=[CH:27][CH:26]=[C:25]([F:29])[CH:24]=2)[N:9]=1)[C:2]1[CH:7]=[CH:6][CH:5]=[CH:4][CH:3]=1.[NH2:30][C:31]1[CH:47]=[CH:46][C:34]([O:35][C:36]2[CH:41]=[CH:40][N:39]=[C:38]([C:42]([NH:44][CH3:45])=[O:43])[CH:37]=2)=[CH:33][C:32]=1[F:48].C(N(CC)CC)C. Product: [CH2:1]([C:8]1[CH:12]=[C:11]([NH:13][C:14]([NH:30][C:31]2[CH:47]=[CH:46][C:34]([O:35][C:36]3[CH:41]=[CH:40][N:39]=[C:38]([C:42]([NH:44][CH3:45])=[O:43])[CH:37]=3)=[CH:33][C:32]=2[F:48])=[O:22])[N:10]([C:23]2[CH:28]=[CH:27][CH:26]=[C:25]([F:29])[CH:24]=2)[N:9]=1)[C:2]1[CH:7]=[CH:6][CH:5]=[CH:4][CH:3]=1. The catalyst class is: 1. (2) Reactant: Cl.[Cl:2][C:3]1[CH:4]=[C:5]2[C:9](=[CH:10][CH:11]=1)[NH:8][CH:7]=[C:6]2[CH2:12][CH2:13][NH2:14].[Cl:15][C:16]1[CH:21]=[CH:20][CH:19]=[CH:18][C:17]=1[N:22]1[CH2:26][CH2:25][CH:24]([C:27](O)=[O:28])[C:23]1=[O:30].[Cl:15][C:16]1[CH:21]=[CH:20][CH:19]=[CH:18][C:17]=1[N:22]1[CH2:26][CH2:25][CH:24]([C:27](O)=[O:28])[C:23]1=[O:30].C1CN([P+](ON2N=NC3C=CC=CC2=3)(N2CCCC2)N2CCCC2)CC1.F[P-](F)(F)(F)(F)F.C(N(CC)C(C)C)(C)C. Product: [Cl:2][C:3]1[CH:4]=[C:5]2[C:9](=[CH:10][CH:11]=1)[NH:8][CH:7]=[C:6]2[CH2:12][CH2:13][NH:14][C:27]([CH:24]1[CH2:25][CH2:26][N:22]([C:17]2[CH:18]=[CH:19][CH:20]=[CH:21][C:16]=2[Cl:15])[C:23]1=[O:30])=[O:28]. The catalyst class is: 139. (3) Reactant: [Cl:1][C:2](Cl)([C:13]([F:16])([F:15])[F:14])[CH2:3][CH:4]1[CH:6]([C:7]([O:9]C)=[O:8])[C:5]1([CH3:12])[CH3:11].O.Cl.ClCCl. Product: [Cl:1]/[C:2](/[C:13]([F:14])([F:15])[F:16])=[CH:3]\[C@@H:4]1[C@H:6]([C:7]([OH:9])=[O:8])[C:5]1([CH3:12])[CH3:11]. The catalyst class is: 500.